This data is from Reaction yield outcomes from USPTO patents with 853,638 reactions. The task is: Predict the reaction yield, written as a fraction of the theoretical maximum amount of product (1.0 means a 100% yield; for example, 0.34 means a 34% yield). (1) The reactants are [CH2:1]([C:8]1[N:9]=[C:10](Cl)[C:11]2[C:19]3[C:14](=[CH:15][C:16]([C:20]([O:22][CH3:23])=[O:21])=[CH:17][CH:18]=3)[NH:13][C:12]=2[N:24]=1)[C:2]1[CH:7]=[CH:6][CH:5]=[CH:4][CH:3]=1.[NH2:26][CH2:27][CH2:28][CH2:29][N:30]([CH3:35])[CH2:31][CH2:32][CH2:33][NH2:34].CO. No catalyst specified. The product is [NH2:26][CH2:27][CH2:28][CH2:29][N:30]([CH3:35])[CH2:31][CH2:32][CH2:33][NH:34][C:10]1[C:11]2[C:19]3[C:14](=[CH:15][C:16]([C:20]([O:22][CH3:23])=[O:21])=[CH:17][CH:18]=3)[NH:13][C:12]=2[N:24]=[C:8]([CH2:1][C:2]2[CH:7]=[CH:6][CH:5]=[CH:4][CH:3]=2)[N:9]=1. The yield is 0.672. (2) The reactants are [CH3:1][N:2]([CH2:13][C:14]1[N:18]([CH2:19][C:20]([NH:22][CH2:23][CH2:24][CH2:25][NH:26]C(=O)OC(C)(C)C)=[O:21])[C:17]2[CH:34]=[CH:35][CH:36]=[CH:37][C:16]=2[N:15]=1)[CH:3]1[C:12]2[N:11]=[CH:10][CH:9]=[CH:8][C:7]=2[CH2:6][CH2:5][CH2:4]1.Cl.O1CCOCC1. The catalyst is CO. The product is [NH2:26][CH2:25][CH2:24][CH2:23][NH:22][C:20](=[O:21])[CH2:19][N:18]1[C:17]2[CH:34]=[CH:35][CH:36]=[CH:37][C:16]=2[N:15]=[C:14]1[CH2:13][N:2]([CH3:1])[CH:3]1[C:12]2[N:11]=[CH:10][CH:9]=[CH:8][C:7]=2[CH2:6][CH2:5][CH2:4]1. The yield is 0.900. (3) The reactants are F[C:2]1[CH:9]=[CH:8][CH:7]=[C:6]([O:10][CH3:11])[C:3]=1[C:4]#[N:5].[CH3:12][C:13]1[C:21]2[C:16](=[CH:17][C:18]([N+:22]([O-:24])=[O:23])=[CH:19][CH:20]=2)[NH:15][N:14]=1.C(=O)([O-])[O-].[K+].[K+].O. The catalyst is CN(C=O)C. The product is [C:4]([C:3]1[C:6]([O:10][CH3:11])=[CH:7][CH:8]=[CH:9][C:2]=1[N:15]1[C:16]2[C:21](=[CH:20][CH:19]=[C:18]([N+:22]([O-:24])=[O:23])[CH:17]=2)[C:13]([CH3:12])=[N:14]1)#[N:5]. The yield is 0.867. (4) The reactants are [C:1]([NH:4][NH:5][C:6]([C:8]1[NH:9][C:10]([C:13]2[CH:18]=[C:17]([O:19][C@@H:20]([CH3:24])[CH2:21][O:22][CH3:23])[CH:16]=[C:15]([O:25][C:26]3[CH:31]=[CH:30][C:29]([C:32]([N:34]4[CH2:37][CH2:36][CH2:35]4)=[O:33])=[CH:28][C:27]=3[F:38])[CH:14]=2)=[CH:11][CH:12]=1)=O)(=[O:3])[CH3:2].C(N(CC)CC)C.C1(C)C=CC(S(Cl)(=O)=O)=CC=1. The catalyst is ClCCl. The product is [N:34]1([C:32]([C:29]2[CH:30]=[CH:31][C:26]([O:25][C:15]3[CH:14]=[C:13]([C:10]4[NH:9][C:8]([C:6]5[O:3][C:1]([CH3:2])=[N:4][N:5]=5)=[CH:12][CH:11]=4)[CH:18]=[C:17]([O:19][C@@H:20]([CH3:24])[CH2:21][O:22][CH3:23])[CH:16]=3)=[C:27]([F:38])[CH:28]=2)=[O:33])[CH2:35][CH2:36][CH2:37]1. The yield is 0.690. (5) The reactants are C([O:8][C:9]1[CH:14]=[C:13](/[CH:15]=[CH:16]/[CH2:17][C:18]2[CH:23]=[CH:22][C:21]([O:24][S:25]([CH2:28][CH2:29][CH2:30][CH3:31])(=[O:27])=[O:26])=[C:20]([O:32][CH3:33])[CH:19]=2)[CH:12]=[CH:11][C:10]=1/[CH:34]=[CH:35]/[C:36]([O:38][CH3:39])=[O:37])C1C=CC=CC=1.[H][H]. The catalyst is CO.[Pd]. The product is [CH2:28]([S:25]([O:24][C:21]1[CH:22]=[CH:23][C:18]([CH2:17][CH2:16][CH2:15][C:13]2[CH:12]=[CH:11][C:10]([CH2:34][CH2:35][C:36]([O:38][CH3:39])=[O:37])=[C:9]([OH:8])[CH:14]=2)=[CH:19][C:20]=1[O:32][CH3:33])(=[O:27])=[O:26])[CH2:29][CH2:30][CH3:31]. The yield is 0.940. (6) The reactants are [C:1]([C:5]1[CH:10]=[C:9](Br)[C:8]([N+:12]([O-:14])=[O:13])=[CH:7][C:6]=1[O:15][CH3:16])([CH3:4])([CH3:3])[CH3:2].[F-:17].[K+].[K+].[Br-].Cl[C:22]([F:28])([F:27])C(OC)=O. The catalyst is CN(C=O)C.O.[Cu]I. The product is [C:1]([C:5]1[CH:10]=[C:9]([C:22]([F:28])([F:17])[F:27])[C:8]([N+:12]([O-:14])=[O:13])=[CH:7][C:6]=1[O:15][CH3:16])([CH3:4])([CH3:3])[CH3:2]. The yield is 0.610. (7) The reactants are [F:1][C:2]1[CH:7]=[CH:6][CH:5]=[C:4]([N+:8]([O-])=O)[C:3]=1[C:11]1[CH:16]=[CH:15][C:14]([F:17])=[CH:13][CH:12]=1.C1(P(C2C=CC=CC=2)C2C=CC=CC=2)C=CC=CC=1. The catalyst is ClC1C=CC=CC=1Cl. The product is [F:17][C:14]1[CH:15]=[CH:16][C:11]2[C:3]3[C:4](=[CH:5][CH:6]=[CH:7][C:2]=3[F:1])[NH:8][C:12]=2[CH:13]=1. The yield is 0.880. (8) The reactants are S(Cl)(Cl)=O.[C:5]([O:8][CH2:9][C:10]([CH3:40])([CH3:39])[CH2:11][N:12]1[C:18]2[CH:19]=[CH:20][C:21]([Cl:23])=[CH:22][C:17]=2[C@@H:16]([C:24]2[CH:29]=[CH:28][CH:27]=[C:26]([O:30][CH3:31])[C:25]=2[O:32][CH3:33])[O:15][C@H:14]([CH2:34][C:35](O)=[O:36])[C:13]1=[O:38])(=[O:7])[CH3:6].Cl.[NH2:42][C:43]1[CH:48]=[CH:47][C:46]([CH2:49][C:50]([O:52][CH3:53])=[O:51])=[CH:45][CH:44]=1.C(N(CC)CC)C. The catalyst is O1CCCC1.O.CN(C)C=O. The product is [C:5]([O:8][CH2:9][C:10]([CH3:39])([CH3:40])[CH2:11][N:12]1[C:18]2[CH:19]=[CH:20][C:21]([Cl:23])=[CH:22][C:17]=2[C@@H:16]([C:24]2[CH:29]=[CH:28][CH:27]=[C:26]([O:30][CH3:31])[C:25]=2[O:32][CH3:33])[O:15][C@H:14]([CH2:34][C:35]([NH:42][C:43]2[CH:44]=[CH:45][C:46]([CH2:49][C:50]([O:52][CH3:53])=[O:51])=[CH:47][CH:48]=2)=[O:36])[C:13]1=[O:38])(=[O:7])[CH3:6]. The yield is 0.940.